The task is: Predict the product of the given reaction.. This data is from Forward reaction prediction with 1.9M reactions from USPTO patents (1976-2016). (1) Given the reactants [CH3:1][N:2]([S:21]([C:24]1[S:25][CH:26]=[CH:27][CH:28]=1)(=[O:23])=[O:22])[C:3]1[CH:4]=[CH:5][CH:6]=[C:7]2[C:11]=1[NH:10][C:9]([C:12]1[S:13][CH:14]([CH2:17][C:18](O)=[O:19])[CH2:15][N:16]=1)=[CH:8]2.CC1C=CC=C([N+]([O-])=O)C=1C(OC(=O)C1C([N+]([O-])=O)=CC=CC=1C)=O.[CH3:54][S:55]([NH2:58])(=[O:57])=[O:56].Cl, predict the reaction product. The product is: [CH3:54][S:55]([NH:58][C:18](=[O:19])[CH2:17][CH:14]1[S:13][C:12]([C:9]2[NH:10][C:11]3[C:7]([CH:8]=2)=[CH:6][CH:5]=[CH:4][C:3]=3[N:2]([CH3:1])[S:21]([C:24]2[S:25][CH:26]=[CH:27][CH:28]=2)(=[O:23])=[O:22])=[N:16][CH2:15]1)(=[O:57])=[O:56]. (2) Given the reactants [CH:1](=O)[C:2]1[CH:7]=[CH:6][CH:5]=[CH:4][CH:3]=1.[NH:9]1[CH:13]=[CH:12][CH:11]=[CH:10]1, predict the reaction product. The product is: [CH:5]1[CH:6]=[CH:7][C:2]([CH:1]([C:10]2[NH:9][CH:13]=[CH:12][CH:11]=2)[C:13]2[NH:9][CH:10]=[CH:11][CH:12]=2)=[CH:3][CH:4]=1. (3) Given the reactants C(NC(C)C)(C)C.C([Li])CCC.CCCCCC.[N:19]1([C:30]([O:32][C:33]([CH3:36])([CH3:35])[CH3:34])=[O:31])[CH2:24][CH2:23][CH2:22][CH:21]([C:25]([O:27][CH2:28][CH3:29])=[O:26])[CH2:20]1.[C:37](Cl)(=[O:40])[O:38][CH3:39].[Cl-].[NH4+], predict the reaction product. The product is: [N:19]1([C:30]([O:32][C:33]([CH3:35])([CH3:34])[CH3:36])=[O:31])[CH2:24][CH2:23][CH2:22][C:21]([C:37]([O:38][CH3:39])=[O:40])([C:25]([O:27][CH2:28][CH3:29])=[O:26])[CH2:20]1. (4) Given the reactants Cl.[C:2]([C:6]1[CH:16]=[C:15]([F:17])[CH:14]=[CH:13][C:7]=1[O:8][CH2:9][CH2:10][NH:11][CH3:12])([CH3:5])([CH3:4])[CH3:3].CCN(CC)CC.[N:25]([C:28]1[CH:37]=[CH:36][CH:35]=[CH:34][C:29]=1[C:30]([O:32][CH3:33])=[O:31])=[C:26]=[O:27], predict the reaction product. The product is: [C:2]([C:6]1[CH:16]=[C:15]([F:17])[CH:14]=[CH:13][C:7]=1[O:8][CH2:9][CH2:10][N:11]([CH3:12])[C:26](=[O:27])[NH:25][C:28]1[CH:37]=[CH:36][CH:35]=[CH:34][C:29]=1[C:30]([O:32][CH3:33])=[O:31])([CH3:5])([CH3:3])[CH3:4]. (5) Given the reactants [C:1]([C:3]1[C:4]([O:14][CH2:15][CH2:16][CH2:17][C:18]2[C:19]([CH:33]([CH3:35])[CH3:34])=[N:20][N:21]([C:23]3[CH:28]=[CH:27][C:26]([C:29]([F:32])([F:31])[F:30])=[CH:25][N:24]=3)[CH:22]=2)=[C:5]([CH2:9][C:10]([O:12]C)=[O:11])[CH:6]=[CH:7][CH:8]=1)#[N:2].[OH-].[Na+].O1CCCC1.Cl, predict the reaction product. The product is: [C:1]([C:3]1[C:4]([O:14][CH2:15][CH2:16][CH2:17][C:18]2[C:19]([CH:33]([CH3:35])[CH3:34])=[N:20][N:21]([C:23]3[CH:28]=[CH:27][C:26]([C:29]([F:30])([F:31])[F:32])=[CH:25][N:24]=3)[CH:22]=2)=[C:5]([CH2:9][C:10]([OH:12])=[O:11])[CH:6]=[CH:7][CH:8]=1)#[N:2].